From a dataset of Forward reaction prediction with 1.9M reactions from USPTO patents (1976-2016). Predict the product of the given reaction. (1) Given the reactants [Cl:1][C:2]1[CH:3]=[C:4]2[C:8](=[C:9]([CH:11]([O:16][CH2:17][C:18]3([C:31]4[CH:36]=[CH:35][C:34]([F:37])=[CH:33][CH:32]=4)[CH2:23][CH2:22][N:21]([C:24]([O:26][C:27]([CH3:30])([CH3:29])[CH3:28])=[O:25])[CH2:20][CH2:19]3)[C:12](OC)=[O:13])[CH:10]=1)[NH:7][N:6]=[CH:5]2.ClC1C=C(C(OCC2(C3C=CC(F)=CC=3)CCN(C(OC(C)(C)C)=O)CC2)CO)C2C(=CN(COCC[Si](C)(C)C)N=2)C=1, predict the reaction product. The product is: [Cl:1][C:2]1[CH:3]=[C:4]2[C:8](=[C:9]([CH:11]([O:16][CH2:17][C:18]3([C:31]4[CH:32]=[CH:33][C:34]([F:37])=[CH:35][CH:36]=4)[CH2:23][CH2:22][N:21]([C:24]([O:26][C:27]([CH3:30])([CH3:29])[CH3:28])=[O:25])[CH2:20][CH2:19]3)[CH2:12][OH:13])[CH:10]=1)[NH:7][N:6]=[CH:5]2. (2) Given the reactants [CH3:1][O:2][C:3]1[N:8]2[N:9]=[C:10]([CH:12]([CH3:14])[CH3:13])[CH:11]=[C:7]2[C:6]([C:15]2[CH:16]=[CH:17][C:18](=[O:21])[NH:19][N:20]=2)=[CH:5][CH:4]=1, predict the reaction product. The product is: [CH3:1][O:2][C:3]1[N:8]2[N:9]=[C:10]([CH:12]([CH3:14])[CH3:13])[CH:11]=[C:7]2[C:6]([C:15]2[CH2:16][CH2:17][C:18](=[O:21])[NH:19][N:20]=2)=[CH:5][CH:4]=1.